Dataset: Catalyst prediction with 721,799 reactions and 888 catalyst types from USPTO. Task: Predict which catalyst facilitates the given reaction. (1) Reactant: [N+](C1C=CC(CCN)=CC=1)([O-])=O.[CH3:13][O:14][C:15]1[CH:38]=[CH:37][C:18]([CH2:19][NH:20][C:21]2[CH:26]=[C:25]([C:27]3[CH:32]=[CH:31][CH:30]=[C:29]([O:33][CH3:34])[CH:28]=3)[N:24]=[C:23]([O:35][CH3:36])[N:22]=2)=[CH:17][CH:16]=1.[ClH:39]. Product: [ClH:39].[CH3:13][O:14][C:15]1[CH:38]=[CH:37][C:18]([CH2:19][NH:20][C:21]2[CH:26]=[C:25]([C:27]3[CH:32]=[CH:31][CH:30]=[C:29]([O:33][CH3:34])[CH:28]=3)[N:24]=[C:23]([O:35][CH3:36])[N:22]=2)=[CH:17][CH:16]=1. The catalyst class is: 863. (2) Reactant: [C:1]([O:5][C:6](=[O:39])[N:7]([CH2:28][C:29]1[CH:34]=[CH:33][CH:32]=[C:31]([C:35]([CH3:38])([CH3:37])[CH3:36])[CH:30]=1)[C@@H:8]1[C@@H:13]([OH:14])[C@H:12]([CH2:15][C:16]2[CH:21]=[CH:20][C:19]([N+:22]([O-])=O)=[C:18]([F:25])[CH:17]=2)[CH2:11][S:10](=[O:27])(=[O:26])[CH2:9]1)([CH3:4])([CH3:3])[CH3:2].[BH4-].[Na+]. Product: [C:1]([O:5][C:6](=[O:39])[N:7]([C@@H:8]1[C@@H:13]([OH:14])[C@H:12]([CH2:15][C:16]2[CH:21]=[CH:20][C:19]([NH2:22])=[C:18]([F:25])[CH:17]=2)[CH2:11][S:10](=[O:27])(=[O:26])[CH2:9]1)[CH2:28][C:29]1[CH:34]=[CH:33][CH:32]=[C:31]([C:35]([CH3:37])([CH3:38])[CH3:36])[CH:30]=1)([CH3:2])([CH3:3])[CH3:4]. The catalyst class is: 5. (3) Reactant: [N:1]1[CH:6]=[CH:5][CH:4]=[C:3]([NH2:7])[CH:2]=1.[OH:8][C:9]1[C:14]([CH3:15])=[C:13]([O:16][CH2:17][C:18]2[CH:23]=[CH:22][CH:21]=[C:20](I)[CH:19]=2)[CH:12]=[CH:11][C:10]=1[C:25](=[O:30])[CH2:26][CH:27]([CH3:29])[CH3:28].C1(C2C=CC=CC=2)C=CC=CC=1P(C1CCCCC1)C1CCCCC1.CC(C)([O-])C.[Na+]. Product: [OH:8][C:9]1[C:14]([CH3:15])=[C:13]([O:16][CH2:17][C:18]2[CH:19]=[CH:20][CH:21]=[C:22]([NH:7][C:3]3[CH:2]=[N:1][CH:6]=[CH:5][CH:4]=3)[CH:23]=2)[CH:12]=[CH:11][C:10]=1[C:25](=[O:30])[CH2:26][CH:27]([CH3:28])[CH3:29]. The catalyst class is: 101. (4) Reactant: [Cl:1][C:2]1[CH:7]=[C:6]([F:8])[C:5]([NH:9][C:10]([NH:12][C:13]2[CH:18]=[CH:17][C:16]([F:19])=[C:15]([CH2:20][N:21]3[CH2:26][CH2:25][O:24][CH2:23][CH2:22]3)[CH:14]=2)=[O:11])=[CH:4][C:3]=1[C:27]1[C:28](=[O:42])[N:29]([CH2:40][CH3:41])[C:30]2[C:35]([CH:36]=1)=[CH:34][N:33]=[C:32]([NH:37][CH:38]=[O:39])[CH:31]=2.Cl. Product: [ClH:1].[Cl:1][C:2]1[CH:7]=[C:6]([F:8])[C:5]([NH:9][C:10]([NH:12][C:13]2[CH:18]=[CH:17][C:16]([F:19])=[C:15]([CH2:20][N:21]3[CH2:26][CH2:25][O:24][CH2:23][CH2:22]3)[CH:14]=2)=[O:11])=[CH:4][C:3]=1[C:27]1[C:28](=[O:42])[N:29]([CH2:40][CH3:41])[C:30]2[C:35]([CH:36]=1)=[CH:34][N:33]=[C:32]([NH:37][CH:38]=[O:39])[CH:31]=2. The catalyst class is: 23. (5) Reactant: C(=O)([O-])O.[Na+].[CH2:6]([O:8][C:9]([C@:11]1([F:31])[C@@H:16]2[C@H:12]1[CH2:13][C@@H:14]([O:21][CH2:22][C:23]1[CH:28]=[CH:27][C:26]([Cl:29])=[C:25]([Cl:30])[CH:24]=1)[C@@:15]2([NH2:20])[C:17]([OH:19])=[O:18])=[O:10])[CH3:7].Cl[C:33]([O:35][CH2:36][CH:37]=[CH2:38])=[O:34].Cl. Product: [CH2:6]([O:8][C:9]([C@:11]1([F:31])[C@@H:16]2[C@H:12]1[CH2:13][C@@H:14]([O:21][CH2:22][C:23]1[CH:28]=[CH:27][C:26]([Cl:29])=[C:25]([Cl:30])[CH:24]=1)[C@@:15]2([NH:20][C:33]([O:35][CH2:36][CH:37]=[CH2:38])=[O:34])[C:17]([O:19][CH:11]([CH2:12][CH3:13])[CH3:9])=[O:18])=[O:10])[CH3:7]. The catalyst class is: 38.